Dataset: NCI-60 drug combinations with 297,098 pairs across 59 cell lines. Task: Regression. Given two drug SMILES strings and cell line genomic features, predict the synergy score measuring deviation from expected non-interaction effect. (1) Drug 1: C1CC(=O)NC(=O)C1N2CC3=C(C2=O)C=CC=C3N. Drug 2: C(=O)(N)NO. Cell line: EKVX. Synergy scores: CSS=0.531, Synergy_ZIP=0.467, Synergy_Bliss=-0.380, Synergy_Loewe=-2.02, Synergy_HSA=-3.13. (2) Drug 1: CC12CCC(CC1=CCC3C2CCC4(C3CC=C4C5=CN=CC=C5)C)O. Drug 2: CC1=C(C(=O)C2=C(C1=O)N3CC4C(C3(C2COC(=O)N)OC)N4)N. Cell line: OVCAR-8. Synergy scores: CSS=32.4, Synergy_ZIP=6.08, Synergy_Bliss=10.3, Synergy_Loewe=2.53, Synergy_HSA=11.0.